This data is from Reaction yield outcomes from USPTO patents with 853,638 reactions. The task is: Predict the reaction yield, written as a fraction of the theoretical maximum amount of product (1.0 means a 100% yield; for example, 0.34 means a 34% yield). (1) The reactants are Cl[C:2]1[N:7]=[C:6]([O:8][C:9]2[CH:10]=[C:11]([C:15]3[O:19][C:18]([NH:20][C:21]4[CH:26]=[C:25]([S:27]([CH2:30][CH3:31])(=[O:29])=[O:28])[CH:24]=[CH:23][C:22]=4[O:32][CH3:33])=[N:17][CH:16]=3)[CH:12]=[CH:13][CH:14]=2)[CH:5]=[CH:4][N:3]=1.[CH:34]([NH2:37])([CH3:36])[CH3:35]. No catalyst specified. The product is [CH2:30]([S:27]([C:25]1[CH:24]=[CH:23][C:22]([O:32][CH3:33])=[C:21]([NH:20][C:18]2[O:19][C:15]([C:11]3[CH:10]=[C:9]([CH:14]=[CH:13][CH:12]=3)[O:8][C:6]3[CH:5]=[CH:4][N:3]=[C:2]([NH:37][CH:34]([CH3:36])[CH3:35])[N:7]=3)=[CH:16][N:17]=2)[CH:26]=1)(=[O:29])=[O:28])[CH3:31]. The yield is 0.670. (2) The reactants are [N:1]1[CH:2]=[CH:3][N:4]2[C:9]=1[CH:8]=[CH:7][C:6]([O:10][C:11]1[CH:12]=[C:13]([CH:15]=[CH:16][CH:17]=1)[NH2:14])=[N:5]2.C(N(CC)CC)C.[F:25][C:26]([F:37])([F:36])[C:27]1[CH:28]=[C:29]([N:33]=[C:34]=[O:35])[CH:30]=[CH:31][CH:32]=1. The catalyst is O1CCCC1. The product is [N:1]1[CH:2]=[CH:3][N:4]2[C:9]=1[CH:8]=[CH:7][C:6]([O:10][C:11]1[CH:12]=[C:13]([NH:14][C:34]([NH:33][C:29]3[CH:30]=[CH:31][CH:32]=[C:27]([C:26]([F:25])([F:36])[F:37])[CH:28]=3)=[O:35])[CH:15]=[CH:16][CH:17]=1)=[N:5]2. The yield is 0.620.